This data is from Reaction yield outcomes from USPTO patents with 853,638 reactions. The task is: Predict the reaction yield, written as a fraction of the theoretical maximum amount of product (1.0 means a 100% yield; for example, 0.34 means a 34% yield). The reactants are [CH:1]([C@@H:14]1[O:19][CH2:18][C@@H:17](OS(C)(=O)=O)[CH2:16][CH2:15]1)([C:8]1[CH:13]=[CH:12][CH:11]=[CH:10][CH:9]=1)[C:2]1[CH:7]=[CH:6][CH:5]=[CH:4][CH:3]=1.[N-:25]=[N+:26]=[N-:27].[Na+]. The catalyst is CN(C=O)C. The product is [N:25]([C@H:17]1[CH2:16][CH2:15][C@@H:14]([CH:1]([C:8]2[CH:13]=[CH:12][CH:11]=[CH:10][CH:9]=2)[C:2]2[CH:7]=[CH:6][CH:5]=[CH:4][CH:3]=2)[O:19][CH2:18]1)=[N+:26]=[N-:27]. The yield is 0.920.